Dataset: Reaction yield outcomes from USPTO patents with 853,638 reactions. Task: Predict the reaction yield, written as a fraction of the theoretical maximum amount of product (1.0 means a 100% yield; for example, 0.34 means a 34% yield). (1) The reactants are [N:1]1[CH:6]=[CH:5][CH:4]=[CH:3][CH:2]=1.CS(Cl)(=O)=[O:9].[N:12]1[CH:17]=[CH:16][CH:15]=[CH:14][C:13]=1[N:18]1[CH2:23][CH2:22][NH:21][CH2:20][CH2:19]1.C(N(CC)[CH:28]([CH3:30])[CH3:29])(C)C.[C:33](OCC)(=O)[CH3:34]. The catalyst is ClCCl. The product is [CH3:2][C:3]1[CH:4]=[C:5]([CH:30]=[CH:28][CH:29]=1)[C:6]([NH:1][CH2:33][CH2:34][N:21]1[CH2:20][CH2:19][N:18]([C:13]2[CH:14]=[CH:15][CH:16]=[CH:17][N:12]=2)[CH2:23][CH2:22]1)=[O:9]. The yield is 0.450. (2) The reactants are [Br:1][C:2]1[CH:3]=[C:4]([C:12]([OH:14])=O)[C:5]2[C:10]([CH:11]=1)=[CH:9][CH:8]=[CH:7][CH:6]=2.[NH2:15][C:16]1[C:17]([CH3:27])=[C:18]([CH:23]=[CH:24][C:25]=1[CH3:26])[C:19]([O:21][CH3:22])=[O:20].C(N(CC)CC)C.CCCP1(OP(CCC)(=O)OP(CCC)(=O)O1)=O. The catalyst is C(Cl)Cl.O. The product is [Br:1][C:2]1[CH:3]=[C:4]([C:12]([NH:15][C:16]2[C:17]([CH3:27])=[C:18]([CH:23]=[CH:24][C:25]=2[CH3:26])[C:19]([O:21][CH3:22])=[O:20])=[O:14])[C:5]2[C:10]([CH:11]=1)=[CH:9][CH:8]=[CH:7][CH:6]=2. The yield is 0.790. (3) The reactants are [CH2:1]([NH:3][C:4]1[CH:5]=[N:6][CH:7]=[CH:8][CH:9]=1)[CH3:2].Cl[C:11]1[CH:20]=[CH:19][C:18]2[C:13](=[C:14]([C:21]3[NH:29][C:28]4[CH2:27][CH2:26][NH:25][C:24](=[O:30])[C:23]=4[CH:22]=3)[CH:15]=[CH:16][CH:17]=2)[N:12]=1.C[Si]([N-][Si](C)(C)C)(C)C.[Na+].C(O)(C(F)(F)F)=O. The catalyst is C1COCC1.CS(C)=O. The product is [CH2:1]([N:3]([C:4]1[CH:5]=[N:6][CH:7]=[CH:8][CH:9]=1)[C:11]1[CH:20]=[CH:19][C:18]2[C:13](=[C:14]([C:21]3[NH:29][C:28]4[CH2:27][CH2:26][NH:25][C:24](=[O:30])[C:23]=4[CH:22]=3)[CH:15]=[CH:16][CH:17]=2)[N:12]=1)[CH3:2]. The yield is 0.110. (4) The reactants are CCOC(C)=O.[Br:7][C:8]1[NH:16][C:15]2[C:10](=[N:11][CH:12]=[N:13][CH:14]=2)[N:9]=1.Br[CH2:18][CH2:19][CH2:20][CH3:21].C(=O)([O-])[O-].[Cs+].[Cs+].C[N:29](C=O)C. No catalyst specified. The product is [Br:7][C:8]1[N:9]([CH2:18][CH2:19][CH2:20][CH3:21])[C:10]2[C:15]([N:16]=1)=[C:14]([NH2:29])[N:13]=[CH:12][N:11]=2. The yield is 0.330. (5) The reactants are O1[C:5]2([CH2:10][CH2:9][N:8]([CH2:11][C:12]([CH3:15])([SH:14])[CH3:13])[CH2:7][CH2:6]2)[O:4]CC1.Cl.C([O-])([O-])=O.[Na+].[Na+]. The catalyst is C1COCC1. The product is [CH3:15][C:12]([SH:14])([CH3:13])[CH2:11][N:8]1[CH2:9][CH2:10][C:5](=[O:4])[CH2:6][CH2:7]1. The yield is 0.970. (6) The reactants are [N+:1]([C:4]1[CH:10]=[CH:9][CH:8]=[CH:7][C:5]=1[NH2:6])([O-:3])=[O:2].C([O:13][CH:14]=[C:15]([C:19](O)=O)[C:16]([OH:18])=[O:17])C.C(OCC)C. The catalyst is C1(OC2C=CC=CC=2)C=CC=CC=1.[OH-].[Na+]. The product is [N+:1]([C:4]1[CH:10]=[CH:9][CH:8]=[C:7]2[C:5]=1[NH:6][CH:19]=[C:15]([C:16]([OH:18])=[O:17])[C:14]2=[O:13])([O-:3])=[O:2]. The yield is 0.470.